Dataset: Full USPTO retrosynthesis dataset with 1.9M reactions from patents (1976-2016). Task: Predict the reactants needed to synthesize the given product. (1) Given the product [CH2:29]([O:31][CH2:27][C:28]1[N:10]([CH2:11][CH2:12][CH2:13][CH2:14][O:15][C:16](=[O:21])[C:17]([CH3:18])([CH3:20])[CH3:19])[C:3]2[CH:4]=[CH:5][C:6]([C:8]#[N:9])=[CH:7][C:2]=2[N:1]=1)[C:30]1[CH:6]=[CH:7][CH:2]=[CH:3][CH:4]=1, predict the reactants needed to synthesize it. The reactants are: [NH2:1][C:2]1[CH:7]=[C:6]([C:8]#[N:9])[CH:5]=[CH:4][C:3]=1[NH:10][CH2:11][CH2:12][CH2:13][CH2:14][O:15][C:16](=[O:21])[C:17]([CH3:20])([CH3:19])[CH3:18].C(N([CH2:27][CH3:28])CC)C.[C:29](Cl)(=[O:31])[CH3:30]. (2) Given the product [C:1]([N:8]1[CH2:12][C@@H:11]([N:13]([CH:14]2[CH2:19][CH2:18][C:17]([F:20])([F:21])[CH2:16][CH2:15]2)[C:26](=[O:31])[C:27]([CH3:30])([CH3:29])[CH3:28])[CH2:10][C@H:9]1[C:22]([O:24][CH3:25])=[O:23])([O:3][C:4]([CH3:7])([CH3:6])[CH3:5])=[O:2], predict the reactants needed to synthesize it. The reactants are: [C:1]([N:8]1[CH2:12][C@@H:11]([NH:13][CH:14]2[CH2:19][CH2:18][C:17]([F:21])([F:20])[CH2:16][CH2:15]2)[CH2:10][C@H:9]1[C:22]([O:24][CH3:25])=[O:23])([O:3][C:4]([CH3:7])([CH3:6])[CH3:5])=[O:2].[C:26](Cl)(=[O:31])[C:27]([CH3:30])([CH3:29])[CH3:28].